This data is from Full USPTO retrosynthesis dataset with 1.9M reactions from patents (1976-2016). The task is: Predict the reactants needed to synthesize the given product. (1) Given the product [CH2:24]([C@@H:31]1[CH2:35][N:34]([C:36]2[SH:37]([CH3:1])[C:38]([C:42]([OH:44])=[O:43])=[CH:39][N:40]=2)[C:33](=[O:47])[NH:32]1)[C:25]1[CH:26]=[CH:27][CH:28]=[CH:29][CH:30]=1, predict the reactants needed to synthesize it. The reactants are: [CH3:1]C1N=C(N2CCN(C3C=CC=CC=3)C2=O)SC=1C(OCC)=O.[CH2:24]([C@@H:31]1[CH2:35][N:34]([C:36]2[S:37][C:38]([C:42]([O:44]CC)=[O:43])=[C:39](C)[N:40]=2)[C:33](=[O:47])[NH:32]1)[C:25]1[CH:30]=[CH:29][CH:28]=[CH:27][CH:26]=1. (2) Given the product [Cl:20][CH2:12][C:11]([O:10][CH:8]([CH:1]([CH3:3])[CH3:2])[C:7]([F:14])([F:13])[F:6])=[O:18], predict the reactants needed to synthesize it. The reactants are: [CH:1]([Mg]Cl)([CH3:3])[CH3:2].[F:6][C:7]([F:14])([F:13])[C:8]([O:10][CH2:11][CH3:12])=O.ClCC(Cl)=[O:18].[ClH:20]. (3) Given the product [C:13]1([NH:12][C:1](=[O:5])[CH2:2][C:13]2[CH:18]=[CH:17][CH:16]=[CH:15][C:14]=2[C:11]#[N:8])[CH:18]=[CH:17][CH:16]=[CH:15][CH:14]=1, predict the reactants needed to synthesize it. The reactants are: [C:1](Cl)(=[O:5])[C:2](Cl)=O.C[N:8]([CH3:11])C=O.[NH2:12][C:13]1[CH:18]=[CH:17][CH:16]=[CH:15][CH:14]=1.Cl. (4) Given the product [N+:9]([C:6]1[CH:7]=[CH:8][C:3]([N:1]2[C:23]([OH:24])=[C:14]3[C:13]([CH2:22][CH2:21][C:20]4[CH:19]=[CH:18][CH:17]=[CH:16][C:15]=43)=[N:2]2)=[N:4][CH:5]=1)([O-:11])=[O:10], predict the reactants needed to synthesize it. The reactants are: [NH:1]([C:3]1[CH:8]=[CH:7][C:6]([N+:9]([O-:11])=[O:10])=[CH:5][N:4]=1)[NH2:2].O=[C:13]1[CH2:22][CH2:21][C:20]2[C:15](=[CH:16][CH:17]=[CH:18][CH:19]=2)[CH:14]1[C:23](OCC)=[O:24]. (5) Given the product [C:3]([O:7][C:8]([NH:10][CH:11]([CH2:16][C:17]1[CH:18]=[N:19][C:20]([C:23]2[CH:28]=[CH:27][CH:26]=[C:25]([F:29])[C:24]=2[F:30])=[CH:21][CH:22]=1)[C:12]([OH:14])=[O:13])=[O:9])([CH3:6])([CH3:4])[CH3:5], predict the reactants needed to synthesize it. The reactants are: [OH-].[Li+].[C:3]([O:7][C:8]([NH:10][CH:11]([CH2:16][C:17]1[CH:18]=[N:19][C:20]([C:23]2[CH:28]=[CH:27][CH:26]=[C:25]([F:29])[C:24]=2[F:30])=[CH:21][CH:22]=1)[C:12]([O:14]C)=[O:13])=[O:9])([CH3:6])([CH3:5])[CH3:4].